From a dataset of Catalyst prediction with 721,799 reactions and 888 catalyst types from USPTO. Predict which catalyst facilitates the given reaction. (1) Reactant: Br[C:2]1[C:3]([O:17][CH2:18][CH:19]2[CH2:21][CH2:20]2)=[CH:4][C:5]([C:8]2[N:12]=[C:11]([C:13]([CH3:16])([CH3:15])[CH3:14])[O:10][N:9]=2)=[N:6][CH:7]=1.Cl.[F:23][C:24]1([F:28])[CH2:27][NH:26][CH2:25]1.C1C=CC(P(C2C(C3C(P(C4C=CC=CC=4)C4C=CC=CC=4)=CC=C4C=3C=CC=C4)=C3C(C=CC=C3)=CC=2)C2C=CC=CC=2)=CC=1.C([O-])([O-])=O.[Cs+].[Cs+]. Product: [C:13]([C:11]1[O:10][N:9]=[C:8]([C:5]2[CH:4]=[C:3]([O:17][CH2:18][CH:19]3[CH2:21][CH2:20]3)[C:2]([N:26]3[CH2:27][C:24]([F:28])([F:23])[CH2:25]3)=[CH:7][N:6]=2)[N:12]=1)([CH3:16])([CH3:15])[CH3:14]. The catalyst class is: 222. (2) Reactant: [CH3:1][O:2][CH2:3][CH:4]([CH2:30][O:31][CH3:32])[O:5][C:6]1[CH:7]=[C:8]([O:19][C:20]2[CH:25]=[CH:24][C:23]([S:26]([CH3:29])(=[O:28])=[O:27])=[CH:22][N:21]=2)[CH:9]=[C:10]2[C:14]=1[NH:13][C:12]([C:15]([O:17]C)=[O:16])=[CH:11]2.[OH-].[Na+]. Product: [CH3:1][O:2][CH2:3][CH:4]([CH2:30][O:31][CH3:32])[O:5][C:6]1[CH:7]=[C:8]([O:19][C:20]2[CH:25]=[CH:24][C:23]([S:26]([CH3:29])(=[O:28])=[O:27])=[CH:22][N:21]=2)[CH:9]=[C:10]2[C:14]=1[NH:13][C:12]([C:15]([OH:17])=[O:16])=[CH:11]2. The catalyst class is: 214. (3) Reactant: [H-].[Al+3].[Li+].[H-].[H-].[H-].[CH3:7][O:8][C:9]1[CH:14]=[CH:13][CH:12]=[CH:11][C:10]=1[N:15]1[C@H:20]([C:21](OC)=[O:22])[CH2:19][CH2:18][CH2:17][C@@H:16]1[C:25](OC)=[O:26]. Product: [CH3:7][O:8][C:9]1[CH:14]=[CH:13][CH:12]=[CH:11][C:10]=1[N:15]1[C@H:16]([CH2:25][OH:26])[CH2:17][CH2:18][CH2:19][C@@H:20]1[CH2:21][OH:22]. The catalyst class is: 7. (4) Reactant: CN(C)C=O.[CH3:6][C:7]([CH3:14])([CH2:12][OH:13])[C:8]([O:10][CH3:11])=[O:9].[H-].[Na+].[CH2:17](Br)[C:18]#[CH:19]. Product: [CH3:6][C:7]([CH3:14])([CH2:12][O:13][CH2:19][C:18]#[CH:17])[C:8]([O:10][CH3:11])=[O:9]. The catalyst class is: 280. (5) Reactant: [Br:1][C:2]1[C:7](=[O:8])[NH:6][CH:5]=[C:4]([C:9]([O:11][CH3:12])=[O:10])[CH:3]=1.[C:13](=O)([O-])[O-].[K+].[K+].CI. Product: [Br:1][C:2]1[C:7](=[O:8])[N:6]([CH3:13])[CH:5]=[C:4]([C:9]([O:11][CH3:12])=[O:10])[CH:3]=1. The catalyst class is: 3. (6) Reactant: [C:1]([NH:5][S:6]([C:9]1[CH:14]=[CH:13][C:12]([C:15]2[CH:24]=[CH:23][C:22]3[C:17](=[CH:18][CH:19]=[C:20]([O:25][CH3:26])[CH:21]=3)[C:16]=2[O:27][C:28]2[CH:33]=[CH:32][C:31]([O:34][CH2:35][CH2:36][N:37]3[CH2:42][CH2:41][CH2:40][CH2:39][CH2:38]3)=[CH:30][CH:29]=2)=[CH:11][CH:10]=1)(=[O:8])=[O:7])([CH3:4])([CH3:3])[CH3:2].[H-].[Na+].I[CH3:46]. Product: [C:1]([N:5]([CH3:46])[S:6]([C:9]1[CH:14]=[CH:13][C:12]([C:15]2[CH:24]=[CH:23][C:22]3[C:17](=[CH:18][CH:19]=[C:20]([O:25][CH3:26])[CH:21]=3)[C:16]=2[O:27][C:28]2[CH:33]=[CH:32][C:31]([O:34][CH2:35][CH2:36][N:37]3[CH2:38][CH2:39][CH2:40][CH2:41][CH2:42]3)=[CH:30][CH:29]=2)=[CH:11][CH:10]=1)(=[O:8])=[O:7])([CH3:4])([CH3:2])[CH3:3]. The catalyst class is: 9. (7) The catalyst class is: 55. Product: [CH:1]([C@H:4]([CH2:8]/[CH:9]=[CH:10]/[CH2:11][C@H:12]([CH2:16][C:17]1[CH:22]=[CH:21][C:20]([O:23][CH3:24])=[C:19]([O:25][CH2:26][CH2:27][CH2:28][O:29][CH3:30])[CH:18]=1)[CH:13]([CH3:15])[CH3:14])[C:5]([OH:7])=[O:6])([CH3:2])[CH3:3]. Reactant: [CH:1]([C@H:4]([CH2:8]/[CH:9]=[CH:10]/[CH2:11][C@H:12]([C:16](=O)[C:17]1[CH:22]=[CH:21][C:20]([O:23][CH3:24])=[C:19]([O:25][CH2:26][CH2:27][CH2:28][O:29][CH3:30])[CH:18]=1)[CH:13]([CH3:15])[CH3:14])[C:5]([OH:7])=[O:6])([CH3:3])[CH3:2].C([SiH](CC)CC)C.O. (8) Reactant: [O:1]=[C:2]1[C@@H:13]2[CH2:14][CH2:15][CH2:16][N:12]2[C:11](=[O:17])[C@H:10]([NH:18]C(=O)OC(C)(C)C)[CH2:9][CH:8]=[CH:7][CH2:6][CH2:5][CH2:4][O:3]1.FC(F)(F)C(O)=O. Product: [NH2:18][C@@H:10]1[CH2:9][CH:8]=[CH:7][CH2:6][CH2:5][CH2:4][O:3][C:2](=[O:1])[C@@H:13]2[CH2:14][CH2:15][CH2:16][N:12]2[C:11]1=[O:17]. The catalyst class is: 2. (9) Reactant: O[CH2:2][C:3]1[CH:12]=[N:11][C:10]2[N:9]3[CH2:13][CH2:14][CH2:15][C@H:8]3[C:7](=[O:16])[NH:6][C:5]=2[CH:4]=1.Cl.[Cl:18][C:19]1[CH:20]=[C:21]([CH:26]=[CH:27][C:28]=1[N:29]1[CH2:34][CH2:33][NH:32][CH2:31][CH2:30]1)[C:22]([NH:24][CH3:25])=[O:23].[I-].C(C[P+](C)(C)C)#N.C(N(CC)C(C)C)(C)C. Product: [Cl:18][C:19]1[CH:20]=[C:21]([CH:26]=[CH:27][C:28]=1[N:29]1[CH2:30][CH2:31][N:32]([CH2:2][C:3]2[CH:12]=[N:11][C:10]3[N:9]4[CH2:13][CH2:14][CH2:15][C@H:8]4[C:7](=[O:16])[NH:6][C:5]=3[CH:4]=2)[CH2:33][CH2:34]1)[C:22]([NH:24][CH3:25])=[O:23]. The catalyst class is: 397.